Dataset: Forward reaction prediction with 1.9M reactions from USPTO patents (1976-2016). Task: Predict the product of the given reaction. (1) The product is: [CH:1]([N:14]1[CH2:19][CH2:18][N:17]([C:20]2[CH:25]=[CH:24][C:23]([NH:26][C:41]([C:40]3[C:36]([CH3:35])=[N:37][O:38][C:39]=3[CH3:44])=[O:42])=[CH:22][C:21]=2[F:27])[CH2:16][CH2:15]1)([C:2]1[CH:7]=[CH:6][CH:5]=[CH:4][CH:3]=1)[C:8]1[CH:9]=[CH:10][CH:11]=[CH:12][CH:13]=1. Given the reactants [CH:1]([N:14]1[CH2:19][CH2:18][N:17]([C:20]2[CH:25]=[CH:24][C:23]([NH2:26])=[CH:22][C:21]=2[F:27])[CH2:16][CH2:15]1)([C:8]1[CH:13]=[CH:12][CH:11]=[CH:10][CH:9]=1)[C:2]1[CH:7]=[CH:6][CH:5]=[CH:4][CH:3]=1.C(N(CC)CC)C.[CH3:35][C:36]1[C:40]([C:41](Cl)=[O:42])=[C:39]([CH3:44])[O:38][N:37]=1.[OH-].[Na+], predict the reaction product. (2) The product is: [C:1]([O:5][C:6]([N:8]1[CH2:13][CH2:12][N:11]([CH2:14][C:15]2[CH:20]=[C:19]([O:21][Si:28]([C:24]([CH3:27])([CH3:26])[CH3:25])([C:36]3[CH:37]=[CH:38][CH:39]=[CH:40][CH:41]=3)[C:30]3[CH:35]=[CH:34][CH:33]=[CH:32][CH:31]=3)[CH:18]=[CH:17][C:16]=2[F:22])[C:10](=[O:23])[CH2:9]1)=[O:7])([CH3:4])([CH3:2])[CH3:3]. Given the reactants [C:1]([O:5][C:6]([N:8]1[CH2:13][CH2:12][N:11]([CH2:14][C:15]2[CH:20]=[C:19]([OH:21])[CH:18]=[CH:17][C:16]=2[F:22])[C:10](=[O:23])[CH2:9]1)=[O:7])([CH3:4])([CH3:3])[CH3:2].[C:24]([Si:28]([C:36]1[CH:41]=[CH:40][CH:39]=[CH:38][CH:37]=1)([C:30]1[CH:35]=[CH:34][CH:33]=[CH:32][CH:31]=1)Cl)([CH3:27])([CH3:26])[CH3:25].N1C=CN=C1.CCOC(C)=O, predict the reaction product. (3) Given the reactants [O:1]1[CH2:6][CH2:5][CH2:4][CH2:3][CH:2]1[O:7][CH2:8][CH2:9][N:10]1[C:14]2[CH:15]=[CH:16][CH:17]=[CH:18][C:13]=2[NH:12][C:11]1=[O:19].CN(C=O)C.Br[CH2:26][CH2:27][Cl:28], predict the reaction product. The product is: [Cl:28][CH2:27][CH2:26][N:12]1[C:13]2[CH:18]=[CH:17][CH:16]=[CH:15][C:14]=2[N:10]([CH2:9][CH2:8][O:7][CH:2]2[CH2:3][CH2:4][CH2:5][CH2:6][O:1]2)[C:11]1=[O:19]. (4) The product is: [O:12]=[CH:11][CH2:10][C@@H:9]([NH:15][C:16]1[CH:21]=[CH:20][C:19]([S:22]([NH2:23])(=[O:24])=[O:25])=[CH:18][C:17]=1[S:26]([C:29]([F:30])([F:31])[F:32])(=[O:28])=[O:27])[CH2:8][S:7][C:1]1[CH:2]=[CH:3][CH:4]=[CH:5][CH:6]=1. Given the reactants [C:1]1([S:7][CH2:8][C@H:9]([NH:15][C:16]2[CH:21]=[CH:20][C:19]([S:22](=[O:25])(=[O:24])[NH2:23])=[CH:18][C:17]=2[S:26]([C:29]([F:32])([F:31])[F:30])(=[O:28])=[O:27])[CH2:10][C:11](OC)=[O:12])[CH:6]=[CH:5][CH:4]=[CH:3][CH:2]=1.CC(C[AlH]CC(C)C)C.CCCCCCC.[C@H](O)(C([O-])=O)[C@@H](O)C([O-])=O.[Na+].[K+], predict the reaction product. (5) Given the reactants C([O:3][C:4](=O)[NH:5][CH2:6][CH2:7][C:8]1[C:9]2[CH:16]=[C:15]([F:17])[CH:14]=[CH:13][C:10]=2[S:11][CH:12]=1)C.O=P12OP3(OP(OP(O3)(O1)=O)(=O)O2)=O.O=P(Cl)(Cl)Cl, predict the reaction product. The product is: [F:17][C:15]1[CH:14]=[CH:13][C:10]2[S:11][C:12]3[C:4](=[O:3])[NH:5][CH2:6][CH2:7][C:8]=3[C:9]=2[CH:16]=1. (6) Given the reactants Br[C:2]1[CH:3]=[C:4]([CH:25]=[CH:26][N:27]=1)[C:5]([NH:7][C:8]1[S:9][C:10]2[C:16]([CH:17]3[CH2:22][CH2:21][O:20][CH2:19][CH2:18]3)=[CH:15][CH:14]=[C:13]([O:23][CH3:24])[C:11]=2[N:12]=1)=[O:6].[H-].[Na+].[CH2:30]([OH:32])[CH3:31], predict the reaction product. The product is: [CH2:30]([O:32][C:2]1[CH:3]=[C:4]([CH:25]=[CH:26][N:27]=1)[C:5]([NH:7][C:8]1[S:9][C:10]2[C:16]([CH:17]3[CH2:22][CH2:21][O:20][CH2:19][CH2:18]3)=[CH:15][CH:14]=[C:13]([O:23][CH3:24])[C:11]=2[N:12]=1)=[O:6])[CH3:31]. (7) Given the reactants [CH2:1]([O:4][C:5]([C:8]1[CH:12]=[C:11]([NH:13][C:14]2[C:15]3[CH2:23][CH2:22][CH2:21][C:16]=3[N:17]=[C:18](Cl)[N:19]=2)[NH:10][N:9]=1)([CH3:7])[CH3:6])[CH:2]=[CH2:3].[NH:24]1[CH2:31][CH2:30][CH2:29][C@H:25]1[C:26]([OH:28])=[O:27].CCN(C(C)C)C(C)C.[OH-].[Na+], predict the reaction product. The product is: [CH2:1]([O:4][C:5]([C:8]1[CH:12]=[C:11]([NH:13][C:14]2[C:15]3[CH2:23][CH2:22][CH2:21][C:16]=3[N:17]=[C:18]([N:24]3[CH2:31][CH2:30][CH2:29][CH:25]3[C:26]([OH:28])=[O:27])[N:19]=2)[NH:10][N:9]=1)([CH3:7])[CH3:6])[CH:2]=[CH2:3]. (8) The product is: [C:1]([C:5]1[N:6]=[C:7]([NH:10][C:11]([C:13]2[CH:55]=[CH:54][N:16]3[C:17](=[O:53])[C:18](/[CH:37]=[CH:38]/[C:39]4[NH:43][N:42]=[N:41][N:40]=4)=[C:19]([N:21]4[CH2:22][CH2:23][N:24]([C:27](=[O:36])[CH2:28][NH:29][C:30](=[O:35])[CH2:31][N:32]([CH3:33])[CH3:34])[CH2:25][CH2:26]4)[N:20]=[C:15]3[CH:14]=2)=[O:12])[S:8][CH:9]=1)([CH3:4])([CH3:2])[CH3:3]. Given the reactants [C:1]([C:5]1[N:6]=[C:7]([NH:10][C:11]([C:13]2[CH:55]=[CH:54][N:16]3[C:17](=[O:53])[C:18](/[CH:37]=[CH:38]/[C:39]4[N:43](CC5C=CC(OC)=CC=5)[N:42]=[N:41][N:40]=4)=[C:19]([N:21]4[CH2:26][CH2:25][N:24]([C:27](=[O:36])[CH2:28][NH:29][C:30](=[O:35])[CH2:31][N:32]([CH3:34])[CH3:33])[CH2:23][CH2:22]4)[N:20]=[C:15]3[CH:14]=2)=[O:12])[S:8][CH:9]=1)([CH3:4])([CH3:3])[CH3:2], predict the reaction product. (9) Given the reactants Cl.[N:2]1([CH2:7][C:8]([OH:10])=O)[CH:6]=[N:5][CH:4]=[N:3]1.[CH2:11]([O:18][C@H:19]1[CH2:23][NH:22][C@H:21]([C:24]([NH:26][C:27]2[CH:32]=[CH:31][C:30]([O:33][C:34]3[CH:39]=[CH:38][C:37]([F:40])=[CH:36][CH:35]=3)=[CH:29][CH:28]=2)=[O:25])[CH2:20]1)[C:12]1[CH:17]=[CH:16][CH:15]=[CH:14][CH:13]=1, predict the reaction product. The product is: [N:2]1([CH2:7][C:8]([N:22]2[CH2:23][C@H:19]([O:18][CH2:11][C:12]3[CH:17]=[CH:16][CH:15]=[CH:14][CH:13]=3)[CH2:20][C@H:21]2[C:24]([NH:26][C:27]2[CH:32]=[CH:31][C:30]([O:33][C:34]3[CH:39]=[CH:38][C:37]([F:40])=[CH:36][CH:35]=3)=[CH:29][CH:28]=2)=[O:25])=[O:10])[CH:6]=[N:5][CH:4]=[N:3]1. (10) Given the reactants [Cl:1][C:2]1[CH:7]=[CH:6][C:5]([N:8]2[CH:12]=[CH:11][C:10]([C:13]([O:15][CH2:16][CH3:17])=[O:14])=[C:9]2[C:18]2[CH:23]=[CH:22][C:21]([C:24]#[N:25])=[CH:20][C:19]=2[CH3:26])=[C:4]([O:27][CH3:28])[CH:3]=1.[OH-].[Na+].OO.CC[O:35]C(C)=O, predict the reaction product. The product is: [C:24]([C:21]1[CH:22]=[CH:23][C:18]([C:9]2[N:8]([C:5]3[CH:6]=[CH:7][C:2]([Cl:1])=[CH:3][C:4]=3[O:27][CH3:28])[CH:12]=[CH:11][C:10]=2[C:13]([O:15][CH2:16][CH3:17])=[O:14])=[C:19]([CH3:26])[CH:20]=1)(=[O:35])[NH2:25].